From a dataset of Forward reaction prediction with 1.9M reactions from USPTO patents (1976-2016). Predict the product of the given reaction. (1) The product is: [NH2:3][C:4]1[N:9]([CH2:10][C:11]2[CH:16]=[CH:15][CH:14]=[CH:13][CH:12]=2)[C:8](=[O:17])[NH:7][C:6](=[O:18])[C:5]=1[Br:1]. Given the reactants [Br:1]Br.[NH2:3][C:4]1[N:9]([CH2:10][C:11]2[CH:16]=[CH:15][CH:14]=[CH:13][CH:12]=2)[C:8](=[O:17])[NH:7][C:6](=[O:18])[CH:5]=1.C([O-])(=O)C.[Na+], predict the reaction product. (2) Given the reactants [SH:1][C:2]1[CH:3]=[C:4]([CH:10]=[CH:11][CH:12]=1)[C:5]([O:7][CH2:8][CH3:9])=[O:6].C1C(=O)N(Cl)C(=O)C1.[Cl:21][C:22]1[CH:30]=[C:29]2[C:25]([CH:26]=[CH:27][N:28]2[C:31]2[CH:32]=[N:33][N:34]([CH2:36][CH2:37][CH3:38])[CH:35]=2)=[CH:24][CH:23]=1, predict the reaction product. The product is: [Cl:21][C:22]1[CH:30]=[C:29]2[C:25]([C:26]([S:1][C:2]3[CH:3]=[C:4]([CH:10]=[CH:11][CH:12]=3)[C:5]([O:7][CH2:8][CH3:9])=[O:6])=[CH:27][N:28]2[C:31]2[CH:32]=[N:33][N:34]([CH2:36][CH2:37][CH3:38])[CH:35]=2)=[CH:24][CH:23]=1. (3) Given the reactants [CH2:1]([O:3][C:4]([C:6]1[C:7]([OH:21])=[C:8]2[CH:14]=[CH:13][N:12]([C:15]3[CH:20]=[CH:19][CH:18]=[CH:17][CH:16]=3)[C:9]2=[CH:10][N:11]=1)=[O:5])[CH3:2].C1C(=O)N([Cl:29])C(=O)C1.C(OOC(C1C=CC=CC=1)=O)(C1C=CC=CC=1)=O, predict the reaction product. The product is: [CH2:1]([O:3][C:4]([C:6]1[C:7]([OH:21])=[C:8]2[C:14]([Cl:29])=[CH:13][N:12]([C:15]3[CH:16]=[CH:17][CH:18]=[CH:19][CH:20]=3)[C:9]2=[CH:10][N:11]=1)=[O:5])[CH3:2]. (4) Given the reactants [H-].[Na+].[Cl:3][C:4]1[CH:5]=[C:6]([OH:11])[CH:7]=[CH:8][C:9]=1[Cl:10].[C:12]1(=[O:16])[O:15][CH2:14][CH2:13]1.Cl, predict the reaction product. The product is: [Cl:3][C:4]1[CH:5]=[C:6]([CH:7]=[CH:8][C:9]=1[Cl:10])[O:11][CH2:14][CH2:13][C:12]([OH:16])=[O:15]. (5) Given the reactants P(Cl)(Cl)([Cl:3])=O.[Cl:6][C:7]1[CH:8]=[C:9]2[N:15]([CH:16]=1)[CH2:14][C:13]1[CH:17]=[C:18]([Cl:21])[CH:19]=[CH:20][C:12]=1[NH:11][C:10]2=O, predict the reaction product. The product is: [Cl:6][C:7]1[CH:8]=[C:9]2[N:15]([CH:16]=1)[CH2:14][C:13]1[CH:17]=[C:18]([Cl:21])[CH:19]=[CH:20][C:12]=1[N:11]=[C:10]2[Cl:3].